Task: Regression. Given a peptide amino acid sequence and an MHC pseudo amino acid sequence, predict their binding affinity value. This is MHC class II binding data.. Dataset: Peptide-MHC class II binding affinity with 134,281 pairs from IEDB (1) The peptide sequence is TLWQRPLVTIKIGGQLREAL. The MHC is DRB1_0101 with pseudo-sequence DRB1_0101. The binding affinity (normalized) is 0.560. (2) The peptide sequence is WKSILTDPRVKIMRS. The binding affinity (normalized) is 0.0462. The MHC is DRB1_0901 with pseudo-sequence DRB1_0901.